Dataset: HIV replication inhibition screening data with 41,000+ compounds from the AIDS Antiviral Screen. Task: Binary Classification. Given a drug SMILES string, predict its activity (active/inactive) in a high-throughput screening assay against a specified biological target. (1) The molecule is CCN(CC)CCOc1c2ccoc2cc2oc(=O)ccc12. The result is 0 (inactive). (2) The molecule is CNC(=NCCCOC)c1ccc(NC(=O)c2ccc(C(=O)Nc3ccc(C(=NCCCOC)NC)cc3)c([N+](=O)[O-])c2)cc1. The result is 0 (inactive). (3) The molecule is CC(=O)Nc1ccc2oc3ccc(Cl)cc3c(=O)c2c1. The result is 0 (inactive). (4) The compound is O=C1OCC2C(O)CCCCCN12. The result is 0 (inactive).